This data is from Reaction yield outcomes from USPTO patents with 853,638 reactions. The task is: Predict the reaction yield, written as a fraction of the theoretical maximum amount of product (1.0 means a 100% yield; for example, 0.34 means a 34% yield). (1) The reactants are [O:1]=[C:2]1[CH2:7][C:6](=[O:8])[CH2:5][N:4]([C:9]([O:11][C:12]([CH3:15])([CH3:14])[CH3:13])=[O:10])[CH2:3]1.O(C(OC(C)(C)C)=O)C(OC(C)(C)C)=O.CO[CH:33](OC)[N:34]([CH3:36])[CH3:35]. No catalyst specified. The yield is 0.990. The product is [CH3:33][N:34]([CH:36]=[C:7]1[C:6](=[O:8])[CH2:5][N:4]([C:9]([O:11][C:12]([CH3:15])([CH3:14])[CH3:13])=[O:10])[CH2:3][C:2]1=[O:1])[CH3:35]. (2) The reactants are BrC(Br)C.C[Si](Cl)(C)C.I[CH:11]1[CH2:16][CH2:15][N:14]([C:17]([O:19][C:20]([CH3:23])([CH3:22])[CH3:21])=[O:18])[CH2:13][CH2:12]1.O1C=CC=C1P(C1OC=CC=1)C1OC=CC=1.Br[C:41]1[CH:46]=[CH:45][CH:44]=[C:43]([N:47]2[C:51]([CH3:52])=[CH:50][CH:49]=[C:48]2[CH3:53])[N:42]=1. The catalyst is O1CCCC1.[Zn].[Pd].[Pd].C(=CC(C=CC1C=CC=CC=1)=O)C1C=CC=CC=1.C(=CC(C=CC1C=CC=CC=1)=O)C1C=CC=CC=1.C(=CC(C=CC1C=CC=CC=1)=O)C1C=CC=CC=1. The product is [C:20]([O:19][C:17]([N:14]1[CH2:15][CH2:16][CH:11]([C:41]2[CH:46]=[CH:45][CH:44]=[C:43]([N:47]3[C:51]([CH3:52])=[CH:50][CH:49]=[C:48]3[CH3:53])[N:42]=2)[CH2:12][CH2:13]1)=[O:18])([CH3:23])([CH3:22])[CH3:21]. The yield is 0.300. (3) The reactants are [Cl:1][C:2]1[CH:7]=[CH:6][C:5]([C:8]2[C:14]3[CH:15]=[C:16]([O:19][CH3:20])[CH:17]=[CH:18][C:13]=3[N:12]3[C:21]([CH3:24])=[N:22][N:23]=[C:11]3[C@H:10]([CH2:25][C:26]([OH:28])=O)[N:9]=2)=[CH:4][CH:3]=1.[NH2:29][CH2:30][CH2:31][N:32]([CH3:40])[C:33](=[O:39])[O:34][C:35]([CH3:38])([CH3:37])[CH3:36].CN(C(ON1N=NC2C=CC=NC1=2)=[N+](C)C)C.F[P-](F)(F)(F)(F)F.CCN(C(C)C)C(C)C. The catalyst is CN(C=O)C. The product is [Cl:1][C:2]1[CH:3]=[CH:4][C:5]([C:8]2[C:14]3[CH:15]=[C:16]([O:19][CH3:20])[CH:17]=[CH:18][C:13]=3[N:12]3[C:21]([CH3:24])=[N:22][N:23]=[C:11]3[C@H:10]([CH2:25][C:26]([NH:29][CH2:30][CH2:31][N:32]([CH3:40])[C:33](=[O:39])[O:34][C:35]([CH3:36])([CH3:37])[CH3:38])=[O:28])[N:9]=2)=[CH:6][CH:7]=1. The yield is 1.30. (4) The reactants are [CH3:1][O:2][C:3]1[CH:4]=[C:5]2[C:10](=[CH:11][C:12]=1[O:13][CH3:14])[N:9]=[CH:8][CH:7]=[C:6]2[O:15][C:16]1[CH:21]=[CH:20][C:19]([NH:22][C:23]([C:25]2([C:28]([OH:30])=O)[CH2:27][CH2:26]2)=[O:24])=[CH:18][CH:17]=1.[F:31][C:32]1[CH:39]=[CH:38][C:35]([CH2:36][NH2:37])=[CH:34][CH:33]=1.CCN(C(C)C)C(C)C.CN(C(ON1N=NC2C=CC=NC1=2)=[N+](C)C)C.F[P-](F)(F)(F)(F)F. The catalyst is CC(N(C)C)=O.O. The product is [CH3:1][O:2][C:3]1[CH:4]=[C:5]2[C:10](=[CH:11][C:12]=1[O:13][CH3:14])[N:9]=[CH:8][CH:7]=[C:6]2[O:15][C:16]1[CH:17]=[CH:18][C:19]([NH:22][C:23]([C:25]2([C:28]([NH:37][CH2:36][C:35]3[CH:38]=[CH:39][C:32]([F:31])=[CH:33][CH:34]=3)=[O:30])[CH2:27][CH2:26]2)=[O:24])=[CH:20][CH:21]=1. The yield is 0.350. (5) The reactants are [O:1]=[C:2]1[C:10]2[C:5](=[CH:6][CH:7]=[CH:8][CH:9]=2)[C:4](=[O:11])[N:3]1[CH2:12][CH2:13][CH2:14][C:15]1[CH:16]=[C:17]([CH:20]=[CH:21][CH:22]=1)[CH:18]=O.[Br-].[Cl:24][C:25]1[CH:26]=[C:27]([CH:48]=[CH:49][CH:50]=1)[CH2:28][P+](C1C=CC=CC=1)(C1C=CC=CC=1)C1C=CC=CC=1. No catalyst specified. The product is [Cl:24][C:25]1[CH:26]=[C:27]([CH:48]=[CH:49][CH:50]=1)/[CH:28]=[CH:18]/[C:17]1[CH:16]=[C:15]([CH2:14][CH2:13][CH2:12][N:3]2[C:2](=[O:1])[C:10]3[C:9](=[CH:8][CH:7]=[CH:6][CH:5]=3)[C:4]2=[O:11])[CH:22]=[CH:21][CH:20]=1.[Cl:24][C:25]1[CH:26]=[C:27]([CH:48]=[CH:49][CH:50]=1)/[CH:28]=[CH:18]\[C:17]1[CH:16]=[C:15]([CH2:14][CH2:13][CH2:12][N:3]2[C:2](=[O:1])[C:10]3[C:9](=[CH:8][CH:7]=[CH:6][CH:5]=3)[C:4]2=[O:11])[CH:22]=[CH:21][CH:20]=1. The yield is 0.300. (6) The catalyst is CN(C)C=O. The reactants are Cl.Cl.[NH2:3][CH2:4][C@@:5]1([OH:13])[CH:10]2[CH2:11][CH2:12][N:7]([CH2:8][CH2:9]2)[CH2:6]1.C([O-])([O-])=O.[Cs+].[Cs+].ClC1[CH:26]=[CH:25][C:24]([C:27]2[CH:32]=[C:31]([N:33]=[C:34]=S)[N:30]=[CH:29][N:28]=2)=[CH:23][CH:22]=1.C([N:39]=C=NC(C)C)(C)C. The yield is 0.210. The product is [N:39]1[CH:26]=[CH:25][C:24]([C:27]2[N:28]=[CH:29][N:30]=[C:31]([NH:33][C:34]3[O:13][C@:5]4([CH2:4][N:3]=3)[CH:10]3[CH2:9][CH2:8][N:7]([CH2:12][CH2:11]3)[CH2:6]4)[CH:32]=2)=[CH:23][CH:22]=1. (7) The reactants are C([O:5][C:6](=[O:45])[C:7]([O:10]/[N:11]=[C:12](/[C:32]1[N:33]=[C:34]([NH:37]C(OC(C)(C)C)=O)[S:35][CH:36]=1)\[C:13]([NH:15][C@H:16]1[C@@H:19]([CH2:20][N:21]2[CH2:25][CH2:24][O:23][C:22]2=[O:26])[N:18]([S:27]([OH:30])(=[O:29])=[O:28])[C:17]1=[O:31])=[O:14])([CH3:9])[CH3:8])(C)(C)C.C(O)(C(F)(F)F)=O. The catalyst is C(Cl)Cl. The product is [NH2:37][C:34]1[S:35][CH:36]=[C:32](/[C:12](=[N:11]/[O:10][C:7]([CH3:9])([CH3:8])[C:6]([OH:45])=[O:5])/[C:13](=[O:14])[NH:15][C@H:16]2[C@@H:19]([CH2:20][N:21]3[CH2:25][CH2:24][O:23][C:22]3=[O:26])[N:18]([S:27]([OH:30])(=[O:29])=[O:28])[C:17]2=[O:31])[N:33]=1. The yield is 0.120. (8) The reactants are [CH:1]([O:3]CCCC)=[CH2:2].C1(P(C2C=CC=CC=2)CCCP(C2C=CC=CC=2)C2C=CC=CC=2)C=CC=CC=1.C([O-])([O-])=O.[K+].[K+].Br[C:44]1[CH:45]=[C:46]2[C:55](=[C:56]3[C:61]=1[CH:60]=[CH:59][CH:58]=[N:57]3)[NH:54][S:53](=[O:63])(=[O:62])[C:52]1[C:47]2=[CH:48][CH:49]=[CH:50][CH:51]=1. The catalyst is C1COCC1.Cl.CCOC(C)=O.CC([O-])=O.CC([O-])=O.[Pd+2].CN(C=O)C.O. The product is [O:62]=[S:53]1(=[O:63])[C:52]2[C:47](=[CH:48][CH:49]=[CH:50][CH:51]=2)[C:46]2[C:55](=[C:56]3[C:61](=[C:44]([C:1](=[O:3])[CH3:2])[CH:45]=2)[CH:60]=[CH:59][CH:58]=[N:57]3)[NH:54]1. The yield is 0.240. (9) The reactants are [Cl:1][C:2]1[CH:7]=[CH:6][CH:5]=[C:4]([Cl:8])[C:3]=1[CH2:9][C:10]1[C:14]([CH2:15][OH:16])=[C:13]([CH:17]([CH3:19])[CH3:18])[O:12][N:11]=1.O[C:21]1[CH:26]=[CH:25][C:24]([C:27]2[CH:28]=[C:29]3[C:34](=[CH:35][CH:36]=2)[C:33]([C:37]([O:39][CH2:40][CH3:41])=[O:38])=[CH:32][CH:31]=[CH:30]3)=[CH:23][CH:22]=1.C1(P(C2C=CC=CC=2)C2C=CC=CC=2)C=CC=CC=1.N(C(OC(C)C)=O)=NC(OC(C)C)=O. The catalyst is C1(C)C=CC=CC=1. The product is [Cl:1][C:2]1[CH:7]=[CH:6][CH:5]=[C:4]([Cl:8])[C:3]=1[CH2:9][C:10]1[C:14]([CH2:15][O:16][C:21]2[CH:22]=[CH:23][C:24]([C:27]3[CH:28]=[C:29]4[C:34](=[CH:35][CH:36]=3)[C:33]([C:37]([O:39][CH2:40][CH3:41])=[O:38])=[CH:32][CH:31]=[CH:30]4)=[CH:25][CH:26]=2)=[C:13]([CH:17]([CH3:19])[CH3:18])[O:12][N:11]=1. The yield is 0.609.